This data is from NCI-60 drug combinations with 297,098 pairs across 59 cell lines. The task is: Regression. Given two drug SMILES strings and cell line genomic features, predict the synergy score measuring deviation from expected non-interaction effect. (1) Drug 1: CC=C1C(=O)NC(C(=O)OC2CC(=O)NC(C(=O)NC(CSSCCC=C2)C(=O)N1)C(C)C)C(C)C. Drug 2: C1CN1C2=NC(=NC(=N2)N3CC3)N4CC4. Cell line: SN12C. Synergy scores: CSS=56.6, Synergy_ZIP=1.59, Synergy_Bliss=0.558, Synergy_Loewe=-1.30, Synergy_HSA=0.966. (2) Drug 1: CC1C(C(CC(O1)OC2CC(CC3=C2C(=C4C(=C3O)C(=O)C5=C(C4=O)C(=CC=C5)OC)O)(C(=O)CO)O)N)O.Cl. Drug 2: C1CC(=O)NC(=O)C1N2CC3=C(C2=O)C=CC=C3N. Cell line: SR. Synergy scores: CSS=27.1, Synergy_ZIP=-4.61, Synergy_Bliss=-4.97, Synergy_Loewe=-5.65, Synergy_HSA=-3.22. (3) Drug 1: C1CC(C1)(C(=O)O)C(=O)O.[NH2-].[NH2-].[Pt+2]. Drug 2: C1=CC=C(C=C1)NC(=O)CCCCCCC(=O)NO. Cell line: CAKI-1. Synergy scores: CSS=43.1, Synergy_ZIP=-3.07, Synergy_Bliss=-0.856, Synergy_Loewe=-21.6, Synergy_HSA=2.81. (4) Drug 1: CC1C(C(=O)NC(C(=O)N2CCCC2C(=O)N(CC(=O)N(C(C(=O)O1)C(C)C)C)C)C(C)C)NC(=O)C3=C4C(=C(C=C3)C)OC5=C(C(=O)C(=C(C5=N4)C(=O)NC6C(OC(=O)C(N(C(=O)CN(C(=O)C7CCCN7C(=O)C(NC6=O)C(C)C)C)C)C(C)C)C)N)C. Drug 2: COC1=NC(=NC2=C1N=CN2C3C(C(C(O3)CO)O)O)N. Cell line: CAKI-1. Synergy scores: CSS=-8.51, Synergy_ZIP=2.58, Synergy_Bliss=-2.20, Synergy_Loewe=-7.85, Synergy_HSA=-7.81. (5) Drug 1: CC1C(C(CC(O1)OC2CC(OC(C2O)C)OC3=CC4=CC5=C(C(=O)C(C(C5)C(C(=O)C(C(C)O)O)OC)OC6CC(C(C(O6)C)O)OC7CC(C(C(O7)C)O)OC8CC(C(C(O8)C)O)(C)O)C(=C4C(=C3C)O)O)O)O. Drug 2: CC1=C(C(=O)C2=C(C1=O)N3CC4C(C3(C2COC(=O)N)OC)N4)N. Cell line: A549. Synergy scores: CSS=43.5, Synergy_ZIP=-0.239, Synergy_Bliss=-0.991, Synergy_Loewe=-3.67, Synergy_HSA=-0.212.